Dataset: Retrosynthesis with 50K atom-mapped reactions and 10 reaction types from USPTO. Task: Predict the reactants needed to synthesize the given product. Given the product O=C(OC[C@@H]1O[C@H](n2ccc(=O)[nH]c2=O)C[C@H]1OC(=O)c1ccccc1)c1ccccc1, predict the reactants needed to synthesize it. The reactants are: O=C(OC[C@@H]1O[C@H](n2ccc(=O)[nH]c2=O)[C@H](O)[C@H]1OC(=O)c1ccccc1)c1ccccc1.